From a dataset of Full USPTO retrosynthesis dataset with 1.9M reactions from patents (1976-2016). Predict the reactants needed to synthesize the given product. (1) Given the product [Br:1][C:2]1[CH:7]=[CH:6][C:5]([Cl:8])=[C:4]([CH:3]=1)[CH2:9][C:10]1[CH:15]=[CH:14][C:13]([OH:16])=[CH:12][CH:11]=1, predict the reactants needed to synthesize it. The reactants are: [Br:1][C:2]1[CH:7]=[CH:6][C:5]([Cl:8])=[C:4]([CH2:9][C:10]2[CH:15]=[CH:14][C:13]([O:16]C)=[CH:12][CH:11]=2)[CH:3]=1.B(Br)(Br)Br.C(=O)([O-])[O-].[K+].[K+].Cl. (2) Given the product [C:1]1([C:16]2[CH:21]=[CH:20][CH:19]=[CH:18][CH:17]=2)[CH:6]=[CH:5][CH:4]=[C:3]([C:7]([C:9]2[CH:14]=[CH:13][C:12]([N:28]([C:29]3[CH:30]=[CH:31][CH:32]=[CH:33][CH:34]=3)[C:22]3[CH:27]=[CH:26][CH:25]=[CH:24][CH:23]=3)=[CH:11][CH:10]=2)=[O:8])[CH:2]=1, predict the reactants needed to synthesize it. The reactants are: [C:1]1([C:16]2[CH:21]=[CH:20][CH:19]=[CH:18][CH:17]=2)[CH:6]=[CH:5][CH:4]=[C:3]([C:7]([C:9]2[CH:14]=[CH:13][C:12](Br)=[CH:11][CH:10]=2)=[O:8])[CH:2]=1.[C:22]1([NH:28][C:29]2[CH:34]=[CH:33][CH:32]=[CH:31][CH:30]=2)[CH:27]=[CH:26][CH:25]=[CH:24][CH:23]=1.P(C(C)(C)C)(C(C)(C)C)C(C)(C)C. (3) Given the product [CH3:18][O:16][C:14]([CH:9]1[CH2:10][C:11](=[CH2:13])[CH2:12][N:8]1[C:6]([O:5][CH2:1][C:4]1[CH:34]=[CH:35][CH:30]=[CH:31][CH:32]=1)=[O:7])=[O:15], predict the reactants needed to synthesize it. The reactants are: [C:1]([O:5][C:6]([N:8]1[CH2:12][C:11](=[CH2:13])[CH2:10][CH:9]1[C:14]([OH:16])=[O:15])=[O:7])([CH3:4])(C)C.Cl.[CH3:18]N1CCOCC1.ClC(OC[C:30]1[CH:35]=[CH:34]C=[CH:32][CH:31]=1)=O. (4) Given the product [OH:2][CH2:1][C:3]1[CH:4]=[CH:5][C:6]([O:11][C:12]2[CH:13]=[N:14][CH:15]=[CH:16][CH:17]=2)=[C:7]([CH:10]=1)[C:8]#[N:9], predict the reactants needed to synthesize it. The reactants are: [CH:1]([C:3]1[CH:4]=[CH:5][C:6]([O:11][C:12]2[CH:13]=[N:14][CH:15]=[CH:16][CH:17]=2)=[C:7]([CH:10]=1)[C:8]#[N:9])=[O:2].N1C=CC=C(O)C=1.FC1C=CC(C=O)=CC=1C#N. (5) The reactants are: [C:1]([NH:4][C:5]1[C:14]2[C:9](=[N:10][C:11]([C:22]3[CH:27]=[CH:26][C:25]([Cl:28])=[CH:24][C:23]=3[Cl:29])=[C:12]([C:15]3[CH:20]=[CH:19][C:18]([Cl:21])=[CH:17][CH:16]=3)[CH:13]=2)[N:8]([CH3:30])[C:7](=[O:31])[C:6]=1[C:32](OC)=[O:33])(=[O:3])[CH3:2].C([O-])([O-])=O.[Cs+].[Cs+].[CH:42]([OH:45])([CH3:44])[CH3:43]. Given the product [C:1]([NH:4][C:5]1[C:14]2[C:9](=[N:10][C:11]([C:22]3[CH:27]=[CH:26][C:25]([Cl:28])=[CH:24][C:23]=3[Cl:29])=[C:12]([C:15]3[CH:20]=[CH:19][C:18]([Cl:21])=[CH:17][CH:16]=3)[CH:13]=2)[N:8]([CH3:30])[C:7](=[O:31])[C:6]=1[C:32]([O:45][CH:42]([CH3:44])[CH3:43])=[O:33])(=[O:3])[CH3:2], predict the reactants needed to synthesize it. (6) Given the product [Br:5][CH2:6][CH2:7][CH2:8][C:9]([CH3:16])([CH3:15])[CH2:10][OH:11], predict the reactants needed to synthesize it. The reactants are: [Li+].[BH4-].CO.[Br:5][CH2:6][CH2:7][CH2:8][C:9]([CH3:16])([CH3:15])[C:10](OCC)=[O:11].